This data is from Forward reaction prediction with 1.9M reactions from USPTO patents (1976-2016). The task is: Predict the product of the given reaction. (1) Given the reactants Br[C:2]1[CH:10]=[C:9]([N+:11]([O-:13])=[O:12])[CH:8]=[CH:7][C:3]=1[C:4]([OH:6])=[O:5].[CH3:14][C:15]1[CH:16]=[C:17](B(O)O)[CH:18]=[C:19]([CH3:21])[CH:20]=1.C([O-])([O-])=O.[Cs+].[Cs+].Cl, predict the reaction product. The product is: [N+:11]([C:9]1[CH:8]=[CH:7][C:3]([C:4]([OH:6])=[O:5])=[C:2]([C:17]2[CH:18]=[C:19]([CH3:21])[CH:20]=[C:15]([CH3:14])[CH:16]=2)[CH:10]=1)([O-:13])=[O:12]. (2) The product is: [CH2:12]([O:11][CH:4]([O:3][CH2:1][CH3:2])[CH2:5][C:6]([OH:8])=[O:7])[CH3:13]. Given the reactants [CH2:1]([O:3][CH:4]([O:11][CH2:12][CH3:13])[CH2:5][C:6]([O:8]CC)=[O:7])[CH3:2].[OH-].[Na+].Cl.CCOC(C)=O, predict the reaction product. (3) Given the reactants C(=O)(OC1C=C(OC)C=CC=1CO)OC(C)(C)C.[C:19](=[O:36])([O:25][C:26]1[CH:31]=[CH:30][C:29]([O:32][CH3:33])=[CH:28][C:27]=1[CH:34]=[O:35])[O:20][C:21]([CH3:24])([CH3:23])[CH3:22], predict the reaction product. The product is: [C:19](=[O:36])([O:25][C:26]1[CH:31]=[CH:30][C:29]([O:32][CH3:33])=[CH:28][C:27]=1[CH2:34][OH:35])[O:20][C:21]([CH3:24])([CH3:23])[CH3:22]. (4) Given the reactants [NH2:1][CH2:2][C:3]1[O:7][C:6]([C:8]2[CH:9]=[C:10]([CH2:16][CH3:17])[C:11](=[O:15])[NH:12][C:13]=2[CH3:14])=[CH:5][CH:4]=1.[C:18](Cl)(=[O:25])[C:19]1[CH:24]=[CH:23][CH:22]=[CH:21][CH:20]=1, predict the reaction product. The product is: [CH2:16]([C:10]1[C:11](=[O:15])[NH:12][C:13]([CH3:14])=[C:8]([C:6]2[O:7][C:3]([CH2:2][NH:1][C:18](=[O:25])[C:19]3[CH:24]=[CH:23][CH:22]=[CH:21][CH:20]=3)=[CH:4][CH:5]=2)[CH:9]=1)[CH3:17]. (5) Given the reactants [Si:1]([O:8][CH2:9][C:10]1[S:14][C:13]([Cl:15])=[C:12]([CH:16]([C:18]2[CH:23]=[CH:22][CH:21]=[C:20]([Cl:24])[CH:19]=2)[OH:17])[CH:11]=1)([C:4]([CH3:7])([CH3:6])[CH3:5])([CH3:3])[CH3:2], predict the reaction product. The product is: [Si:1]([O:8][CH2:9][C:10]1[S:14][C:13]([Cl:15])=[C:12]([C:16]([C:18]2[CH:23]=[CH:22][CH:21]=[C:20]([Cl:24])[CH:19]=2)=[O:17])[CH:11]=1)([C:4]([CH3:7])([CH3:6])[CH3:5])([CH3:3])[CH3:2].